Dataset: Forward reaction prediction with 1.9M reactions from USPTO patents (1976-2016). Task: Predict the product of the given reaction. (1) Given the reactants [C:1](/[CH:3]=[CH:4]/[S:5]([C:8]1[CH:13]=[CH:12][C:11]([C:14]2([C:18]([OH:20])=O)[CH2:17][CH2:16][CH2:15]2)=[CH:10][CH:9]=1)(=[O:7])=[O:6])#[N:2].O[N:22]1[C:26]2[CH:27]=[CH:28][CH:29]=[CH:30][C:25]=2N=N1.Cl.CN(C)CCCN=C=NCC.NC1C=CC=CC=1, predict the reaction product. The product is: [C:26]1([NH:22][C:18]([C:14]2([C:11]3[CH:10]=[CH:9][C:8]([S:5](/[CH:4]=[CH:3]/[C:1]#[N:2])(=[O:6])=[O:7])=[CH:13][CH:12]=3)[CH2:15][CH2:16][CH2:17]2)=[O:20])[CH:27]=[CH:28][CH:29]=[CH:30][CH:25]=1. (2) The product is: [N:1]1[N:2]([C:6]2[CH:7]=[C:8]([NH:12][C:13]3[C:18]([C:19]([NH2:21])=[O:20])=[CH:17][N:16]=[C:15]([NH:45][C@@H:46]4[CH2:51][CH2:50][CH2:49][CH2:48][C@@H:47]4[OH:52])[N:14]=3)[CH:9]=[CH:10][CH:11]=2)[N:3]=[CH:4][CH:5]=1. Given the reactants [N:1]1[N:2]([C:6]2[CH:7]=[C:8]([NH:12][C:13]3[C:18]([C:19]([NH2:21])=[O:20])=[CH:17][N:16]=[C:15](SC)[N:14]=3)[CH:9]=[CH:10][CH:11]=2)[N:3]=[CH:4][CH:5]=1.C1C=C(Cl)C=C(C(OO)=O)C=1.CCN(C(C)C)C(C)C.Cl.[NH2:45][C@H:46]1[CH2:51][CH2:50][CH2:49][CH2:48][C@H:47]1[OH:52], predict the reaction product. (3) The product is: [C:1]1([C:7]2[CH:12]=[CH:11][CH:10]=[CH:9][C:8]=2[O:13][CH2:21][CH2:22][CH2:23][CH2:24][CH2:25][CH2:26][OH:27])[CH:2]=[CH:3][CH:4]=[CH:5][CH:6]=1. Given the reactants [C:1]1([C:7]2[CH:12]=[CH:11][CH:10]=[CH:9][C:8]=2[OH:13])[CH:6]=[CH:5][CH:4]=[CH:3][CH:2]=1.C(=O)([O-])[O-].[Na+].[Na+].Br[CH2:21][CH2:22][CH2:23][CH2:24][CH2:25][CH2:26][OH:27], predict the reaction product. (4) The product is: [Cl:16][C:4]1[CH:3]=[C:2]([Cl:1])[C:7]([N+:8]([O-:10])=[O:9])=[CH:6][N:5]=1. Given the reactants [Cl:1][C:2]1[C:7]([N+:8]([O-:10])=[O:9])=[CH:6][N:5]=[C:4](N)[CH:3]=1.N([O-])=O.[Na+].[ClH:16], predict the reaction product. (5) Given the reactants [Br:1][C:2]1[CH:11]=[CH:10][C:5]([C:6]([O:8][CH3:9])=[O:7])=[CH:4][C:3]=1[CH3:12].C1C(=O)N([Br:20])C(=O)C1.O, predict the reaction product. The product is: [Br:1][C:2]1[CH:11]=[CH:10][C:5]([C:6]([O:8][CH3:9])=[O:7])=[CH:4][C:3]=1[CH2:12][Br:20].